This data is from Reaction yield outcomes from USPTO patents with 853,638 reactions. The task is: Predict the reaction yield, written as a fraction of the theoretical maximum amount of product (1.0 means a 100% yield; for example, 0.34 means a 34% yield). The reactants are [F:1][C:2]1[CH:3]=[CH:4][CH:5]=[C:6]2[C:11]=1[N:10]=[C:9]([O:12][CH3:13])[CH:8]=[C:7]2[CH2:14][F:15].CC(N=NC(C#N)(C)C)(C#N)C.C1C(=O)N([Br:35])C(=O)C1. The catalyst is C(Cl)(Cl)(Cl)Cl. The product is [Br:35][CH:14]([F:15])[C:7]1[C:6]2[C:11](=[C:2]([F:1])[CH:3]=[CH:4][CH:5]=2)[N:10]=[C:9]([O:12][CH3:13])[CH:8]=1. The yield is 0.680.